Dataset: Reaction yield outcomes from USPTO patents with 853,638 reactions. Task: Predict the reaction yield, written as a fraction of the theoretical maximum amount of product (1.0 means a 100% yield; for example, 0.34 means a 34% yield). (1) The reactants are [H-].[Na+].[CH2:3]([OH:10])[C:4]1[CH:9]=[CH:8][CH:7]=[CH:6][CH:5]=1.Cl[C:12]1[C:21]2[C:16](=[C:17]([CH3:24])[C:18]([O:22][CH3:23])=[CH:19][CH:20]=2)[N+:15]([O-:25])=[CH:14][CH:13]=1.O. The catalyst is CN(C=O)C. The product is [CH2:3]([O:10][C:12]1[C:21]2[C:16](=[C:17]([CH3:24])[C:18]([O:22][CH3:23])=[CH:19][CH:20]=2)[N+:15]([O-:25])=[CH:14][CH:13]=1)[C:4]1[CH:9]=[CH:8][CH:7]=[CH:6][CH:5]=1. The yield is 0.590. (2) The product is [Cl:1][C:2]1[C:7](=[O:8])[C:6]([OH:9])=[C:5]([CH:10]([N:18]([CH3:23])[CH3:19])[C:11]([F:14])([F:13])[F:12])[N:4]([CH3:16])[C:3]=1[CH3:17]. The yield is 0.560. The catalyst is C(#N)C. The reactants are [Cl:1][C:2]1[C:7](=[O:8])[C:6]([OH:9])=[C:5]([CH:10](O)[C:11]([F:14])([F:13])[F:12])[N:4]([CH3:16])[C:3]=1[CH3:17].[N:18]1[CH:23]=CC=C[CH:19]=1.S(Cl)(Cl)=O.CNC. (3) The reactants are [C:1]([C:3]1[C:8]([C:9]([F:12])([F:11])[F:10])=[CH:7][C:6]([N+:13]([O-])=O)=[CH:5][N:4]=1)#[N:2]. The catalyst is [Au].CCOCC. The product is [NH2:13][C:6]1[CH:7]=[C:8]([C:9]([F:12])([F:10])[F:11])[C:3]([C:1]#[N:2])=[N:4][CH:5]=1. The yield is 0.820. (4) The reactants are [Br:1][C:2]1[CH:3]=[C:4]([NH:9][C:10]2[C:19]3[C:14](=[CH:15][N:16]=[C:17](F)[CH:18]=3)[N:13]=[CH:12][C:11]=2[C:21]#[N:22])[CH:5]=[CH:6][C:7]=1[CH3:8].[N:23]1([CH2:29][CH2:30][NH2:31])[CH2:28][CH2:27][O:26][CH2:25][CH2:24]1. No catalyst specified. The product is [Br:1][C:2]1[CH:3]=[C:4]([NH:9][C:10]2[C:19]3[C:14](=[CH:15][N:16]=[C:17]([NH:31][CH2:30][CH2:29][N:23]4[CH2:28][CH2:27][O:26][CH2:25][CH2:24]4)[CH:18]=3)[N:13]=[CH:12][C:11]=2[C:21]#[N:22])[CH:5]=[CH:6][C:7]=1[CH3:8]. The yield is 0.180.